From a dataset of Catalyst prediction with 721,799 reactions and 888 catalyst types from USPTO. Predict which catalyst facilitates the given reaction. (1) Reactant: Br[C:2]1[CH:7]=[CH:6][C:5]([C:8]2[N:13]=[CH:12][C:11]([OH:14])=[CH:10][N:9]=2)=[CH:4][CH:3]=1.[Na+].[CH3:16][S:17]([O-:19])=[O:18]. Product: [CH3:16][S:17]([C:2]1[CH:7]=[CH:6][C:5]([C:8]2[N:13]=[CH:12][C:11]([OH:14])=[CH:10][N:9]=2)=[CH:4][CH:3]=1)(=[O:19])=[O:18]. The catalyst class is: 156. (2) Reactant: [Cl:1][C:2]1[CH:7]=[CH:6][C:5]([C:8]([C:15]2[C:23]3[C:18](=[C:19]([CH2:24][S:25][CH3:26])[CH:20]=[CH:21][CH:22]=3)[NH:17][CH:16]=2)([CH2:13][CH3:14])[CH2:9][CH2:10][C:11]#[N:12])=[CH:4][CH:3]=1.ClCCl.ClC1C=CC=C(C(OO)=[O:38])C=1. Product: [Cl:1][C:2]1[CH:3]=[CH:4][C:5]([C:8]([C:15]2[C:23]3[C:18](=[C:19]([CH2:24][S:25]([CH3:26])=[O:38])[CH:20]=[CH:21][CH:22]=3)[NH:17][CH:16]=2)([CH2:13][CH3:14])[CH2:9][CH2:10][C:11]#[N:12])=[CH:6][CH:7]=1. The catalyst class is: 5. (3) Reactant: [OH:1][C:2]1[CH:9]=[CH:8][CH:7]=[CH:6][C:3]=1[CH2:4][OH:5].[F:10][C:11]([F:21])([F:20])[C:12]1[CH:19]=[CH:18][CH:17]=[CH:16][C:13]=1[CH2:14]Br.C(=O)([O-])[O-].[K+].[K+]. Product: [F:10][C:11]([F:20])([F:21])[C:12]1[CH:19]=[CH:18][CH:17]=[CH:16][C:13]=1[CH2:14][O:1][C:2]1[CH:9]=[CH:8][CH:7]=[CH:6][C:3]=1[CH2:4][OH:5]. The catalyst class is: 10. (4) Reactant: COC1C=CC(C[NH:8][C:9]2[C:18]3[CH2:17][CH2:16][O:15][C:14]4[CH:19]=[C:20]([N:23]5[CH2:27][C@H:26]([CH2:28][NH:29][C:30](=[O:32])[CH3:31])[O:25][C:24]5=[O:33])[CH:21]=[CH:22][C:13]=4[C:12]=3[NH:11][N:10]=2)=CC=1.C([SiH](CC)CC)C.FC(F)(F)C(O)=O. Product: [NH2:8][C:9]1[C:18]2[CH2:17][CH2:16][O:15][C:14]3[CH:19]=[C:20]([N:23]4[CH2:27][C@H:26]([CH2:28][NH:29][C:30](=[O:32])[CH3:31])[O:25][C:24]4=[O:33])[CH:21]=[CH:22][C:13]=3[C:12]=2[NH:11][N:10]=1. The catalyst class is: 4.